Dataset: Full USPTO retrosynthesis dataset with 1.9M reactions from patents (1976-2016). Task: Predict the reactants needed to synthesize the given product. (1) Given the product [Cl:14][C:15]1[N:20]=[C:19]([C:2]#[C:1][C:3]2[CH:8]=[CH:7][CH:6]=[CH:5][C:4]=2[CH:9]([CH3:13])[C:10]([NH2:12])=[O:11])[C:18]([Cl:22])=[CH:17][N:16]=1, predict the reactants needed to synthesize it. The reactants are: [C:1]([C:3]1[CH:8]=[CH:7][CH:6]=[CH:5][C:4]=1[CH:9]([CH3:13])[C:10]([NH2:12])=[O:11])#[CH:2].[Cl:14][C:15]1[N:20]=[C:19](Cl)[C:18]([Cl:22])=[CH:17][N:16]=1.CCN(CC)CC. (2) Given the product [CH3:28][NH:29][C:2]1[N:3]=[C:4]([CH3:27])[CH:5]=[C:6]([S:8][CH2:9][C:10]2[C:11]([C:21]3[CH:22]=[CH:23][CH:24]=[CH:25][CH:26]=3)=[N:12][C:13]3[C:18]([CH:19]=2)=[CH:17][CH:16]=[CH:15][C:14]=3[CH3:20])[N:7]=1, predict the reactants needed to synthesize it. The reactants are: Cl[C:2]1[N:7]=[C:6]([S:8][CH2:9][C:10]2[C:11]([C:21]3[CH:26]=[CH:25][CH:24]=[CH:23][CH:22]=3)=[N:12][C:13]3[C:18]([CH:19]=2)=[CH:17][CH:16]=[CH:15][C:14]=3[CH3:20])[CH:5]=[C:4]([CH3:27])[N:3]=1.[CH3:28][NH2:29]. (3) Given the product [O:1]=[C:2]1[CH2:3][CH:4]2[CH:8]([CH2:7][CH:6]([C:10]([O:12][CH2:13][CH3:14])=[O:11])[CH2:5]2)[CH2:9]1, predict the reactants needed to synthesize it. The reactants are: [O:1]=[C:2]1[CH2:9][CH:8]2[CH:4]([CH2:5][C:6](C(OCC)=O)([C:10]([O:12][C:13](C)(C)[CH3:14])=[O:11])[CH2:7]2)[CH2:3]1.C(O)(C(F)(F)F)=O. (4) Given the product [CH:14]([C:11]1[CH:12]=[CH:13][C:8]([C:7]([C:6]2[CH:5]([C:18]3[CH:23]=[CH:22][C:21]([O:24][C:25]([F:27])([F:28])[F:26])=[CH:20][CH:19]=3)[N:4]([C:29]3[N:30]=[N:31][C:32]([CH3:35])=[CH:33][CH:34]=3)[C:3](=[O:36])[C:2]=2[O:1][C:37](=[O:41])[CH:38]([CH3:40])[CH3:39])=[O:17])=[CH:9][CH:10]=1)([CH3:16])[CH3:15], predict the reactants needed to synthesize it. The reactants are: [OH:1][C:2]1[C:3](=[O:36])[N:4]([C:29]2[N:30]=[N:31][C:32]([CH3:35])=[CH:33][CH:34]=2)[CH:5]([C:18]2[CH:23]=[CH:22][C:21]([O:24][C:25]([F:28])([F:27])[F:26])=[CH:20][CH:19]=2)[C:6]=1[C:7](=[O:17])[C:8]1[CH:13]=[CH:12][C:11]([CH:14]([CH3:16])[CH3:15])=[CH:10][CH:9]=1.[C:37](O[C:37](=[O:41])[CH:38]([CH3:40])[CH3:39])(=[O:41])[CH:38]([CH3:40])[CH3:39]. (5) Given the product [F:17][C:15]1[CH:14]=[CH:13][CH:12]=[C:11]2[C:16]=1[NH:8][C:9](=[O:30])[C:10]12[C:29]2[C:20](=[CH:21][C:22]3[O:27][CH2:26][CH2:25][O:24][C:23]=3[CH:28]=2)[O:19][CH2:18]1, predict the reactants needed to synthesize it. The reactants are: C1(C(C2C=CC=CC=2)[N:8]2[C:16]3[C:11](=[CH:12][CH:13]=[CH:14][C:15]=3[F:17])[C:10]3([C:29]4[C:20](=[CH:21][C:22]5[O:27][CH2:26][CH2:25][O:24][C:23]=5[CH:28]=4)[O:19][CH2:18]3)[C:9]2=[O:30])C=CC=CC=1.C([SiH](CC)CC)C.